This data is from Full USPTO retrosynthesis dataset with 1.9M reactions from patents (1976-2016). The task is: Predict the reactants needed to synthesize the given product. (1) Given the product [Br:1][C:2]1[CH:3]=[C:4]([C:14]([O:16][CH3:17])=[O:15])[C:5]2[C:6]([F:19])=[CH:7][N:8]([CH:11]([CH3:13])[CH3:12])[C:9]=2[CH:10]=1, predict the reactants needed to synthesize it. The reactants are: [Br:1][C:2]1[CH:3]=[C:4]([C:14]([O:16][CH3:17])=[O:15])[C:5]2[CH:6]=[CH:7][N:8]([CH:11]([CH3:13])[CH3:12])[C:9]=2[CH:10]=1.[B-](F)(F)(F)[F:19].[B-](F)(F)(F)F.C1[N+]2(CCl)CC[N+](F)(CC2)C1.[N+](CC)([O-])=O. (2) The reactants are: [CH:1]1([C:4]2[C:9]([NH2:10])=[CH:8][N:7]=[C:6]([C:11]3[CH:16]=[CH:15][C:14]([C:17]([F:20])([F:19])[F:18])=[CH:13][CH:12]=3)[N:5]=2)[CH2:3][CH2:2]1.FC(F)(F)C1C(C(O)=O)=CN=C(C2C=CC(C(F)(F)F)=CC=2)N=1.[C:44]([O:48][C:49](=[O:64])[C:50]([O:53][C:54]1[CH:59]=[CH:58][CH:57]=[C:56]([CH2:60][C:61](O)=[O:62])[CH:55]=1)([CH3:52])[CH3:51])([CH3:47])([CH3:46])[CH3:45].COC(=O)CC1C=CC=C(O)C=1.BrC(C)(C)C(OC(C)(C)C)=O. Given the product [C:44]([O:48][C:49](=[O:64])[C:50]([O:53][C:54]1[CH:59]=[CH:58][CH:57]=[C:56]([CH2:60][C:61](=[O:62])[NH:10][C:9]2[C:4]([CH:1]3[CH2:2][CH2:3]3)=[N:5][C:6]([C:11]3[CH:16]=[CH:15][C:14]([C:17]([F:19])([F:20])[F:18])=[CH:13][CH:12]=3)=[N:7][CH:8]=2)[CH:55]=1)([CH3:52])[CH3:51])([CH3:46])([CH3:45])[CH3:47], predict the reactants needed to synthesize it. (3) Given the product [S:36]1[CH:37]=[C:33]([CH2:32][N:22]([C@@H:23]([CH3:31])[CH:24]([O:25][CH2:26][CH3:27])[O:28][CH2:29][CH3:30])[C:20](=[O:21])[C@@H:19]([NH:18][C:15](=[O:17])[CH2:14][N:2]([CH3:1])[NH:3][C:4]([NH:5][CH2:6][C:7]2[CH:8]=[CH:9][N:10]=[CH:11][CH:12]=2)=[O:13])[CH2:42][C:43]2[CH:44]=[CH:45][C:46]([O:49][C:50]([CH3:51])([CH3:53])[CH3:52])=[CH:47][CH:48]=2)[C:34]2[CH:41]=[CH:40][CH:39]=[CH:38][C:35]1=2, predict the reactants needed to synthesize it. The reactants are: [CH3:1][N:2]([CH2:14][C:15]([OH:17])=O)[NH:3][C:4](=[O:13])[NH:5][CH2:6][C:7]1[CH:12]=[CH:11][N:10]=[CH:9][CH:8]=1.[NH2:18][C@@H:19]([CH2:42][C:43]1[CH:48]=[CH:47][C:46]([O:49][C:50]([CH3:53])([CH3:52])[CH3:51])=[CH:45][CH:44]=1)[C:20]([N:22]([CH2:32][C:33]1[C:34]2[CH:41]=[CH:40][CH:39]=[CH:38][C:35]=2[S:36][CH:37]=1)[C@@H:23]([CH3:31])[CH:24]([O:28][CH2:29][CH3:30])[O:25][CH2:26][CH3:27])=[O:21].